Dataset: Peptide-MHC class II binding affinity with 134,281 pairs from IEDB. Task: Regression. Given a peptide amino acid sequence and an MHC pseudo amino acid sequence, predict their binding affinity value. This is MHC class II binding data. (1) The peptide sequence is SKSNPSSSSESQKGA. The MHC is DRB1_0101 with pseudo-sequence DRB1_0101. The binding affinity (normalized) is 0.0507. (2) The peptide sequence is MEYLGHNAAGQWLEF. The MHC is DRB1_1301 with pseudo-sequence DRB1_1301. The binding affinity (normalized) is 0.173. (3) The peptide sequence is YTVFETALKKAITAM. The MHC is HLA-DQA10201-DQB10202 with pseudo-sequence HLA-DQA10201-DQB10202. The binding affinity (normalized) is 0.315. (4) The peptide sequence is ICEAVEGSTELSPLY. The MHC is DRB1_0101 with pseudo-sequence DRB1_0101. The binding affinity (normalized) is 0.160. (5) The peptide sequence is TMLLGMLMICSAA. The MHC is HLA-DPA10201-DPB11401 with pseudo-sequence HLA-DPA10201-DPB11401. The binding affinity (normalized) is 0. (6) The peptide sequence is NKHNRLYMEARPLEE. The MHC is HLA-DQA10102-DQB10602 with pseudo-sequence HLA-DQA10102-DQB10602. The binding affinity (normalized) is 0.203.